From a dataset of Forward reaction prediction with 1.9M reactions from USPTO patents (1976-2016). Predict the product of the given reaction. (1) The product is: [C:13]([N:5]1[C:6]2[C:11](=[CH:10][C:9]([F:12])=[CH:8][CH:7]=2)[C@H:2]([NH:1][C:21]2[CH:28]=[CH:27][C:24]([C:25]#[N:26])=[CH:23][N:22]=2)[C@@H:3]([CH3:19])[C@@H:4]1[CH:16]1[CH2:18][CH2:17]1)(=[O:15])[CH3:14]. Given the reactants [NH2:1][C@H:2]1[C:11]2[C:6](=[CH:7][CH:8]=[C:9]([F:12])[CH:10]=2)[N:5]([C:13](=[O:15])[CH3:14])[C@@H:4]([CH:16]2[CH2:18][CH2:17]2)[C@@H:3]1[CH3:19].F[C:21]1[CH:28]=[CH:27][C:24]([C:25]#[N:26])=[CH:23][N:22]=1.CCN(C(C)C)C(C)C, predict the reaction product. (2) Given the reactants C(OC([N:8]1[CH2:13][CH2:12][N:11]([C:14]2[C:19]([CH2:20][O:21][C:22]3[CH:27]=[CH:26][CH:25]=[CH:24][C:23]=3[C:28]([F:31])([F:30])[F:29])=[CH:18][C:17]([Br:32])=[CH:16][C:15]=2[NH:33][C:34]([C:36]2[C:45]3[C:40](=[CH:41][CH:42]=[CH:43][CH:44]=3)[CH:39]=[CH:38][N:37]=2)=[O:35])[CH2:10][CH2:9]1)=O)(C)(C)C.[C:46]([OH:52])([C:48]([F:51])([F:50])[F:49])=[O:47], predict the reaction product. The product is: [Br:32][C:17]1[CH:18]=[C:19]([CH2:20][O:21][C:22]2[CH:27]=[CH:26][CH:25]=[CH:24][C:23]=2[C:28]([F:30])([F:31])[F:29])[C:14]([N:11]2[CH2:10][CH2:9][NH:8][CH2:13][CH2:12]2)=[C:15]([NH:33][C:34]([C:36]2[C:45]3[C:40](=[CH:41][CH:42]=[CH:43][CH:44]=3)[CH:39]=[CH:38][N:37]=2)=[O:35])[CH:16]=1.[C:46]([OH:52])([C:48]([F:51])([F:50])[F:49])=[O:47]. (3) Given the reactants O[CH2:2][C:3]1[C:7]([CH3:8])=[CH:6][S:5][C:4]=1[C:9]([OH:11])=[O:10].Cl.CN(C)CCCN=C=NCC, predict the reaction product. The product is: [CH3:8][C:7]1[C:3]2[CH2:2][O:11][C:9](=[O:10])[C:4]=2[S:5][CH:6]=1. (4) Given the reactants [CH3:1][C:2]([O:5][C:6]([O:8]C(OC(C)(C)C)=O)=O)([CH3:4])[CH3:3].[NH2:16][OH:17].O, predict the reaction product. The product is: [C:6]([NH:16][OH:17])([O:5][C:2]([CH3:4])([CH3:3])[CH3:1])=[O:8]. (5) Given the reactants [NH2:1][CH:2]1[CH2:7][CH2:6][O:5][CH2:4][CH2:3]1.[CH:8]1([NH:11][C:12](=[O:36])[C:13]2[CH:18]=[CH:17][C:16]([CH3:19])=[C:15]([C:20]3[C:33](=[O:34])[N:32]([CH3:35])[C:23]4[N:24]=[C:25](S(C)(=O)=O)[N:26]=[CH:27][C:22]=4[CH:21]=3)[CH:14]=2)[CH2:10][CH2:9]1.CO, predict the reaction product. The product is: [CH:8]1([NH:11][C:12](=[O:36])[C:13]2[CH:18]=[CH:17][C:16]([CH3:19])=[C:15]([C:20]3[C:33](=[O:34])[N:32]([CH3:35])[C:23]4[N:24]=[C:25]([NH:1][CH:2]5[CH2:7][CH2:6][O:5][CH2:4][CH2:3]5)[N:26]=[CH:27][C:22]=4[CH:21]=3)[CH:14]=2)[CH2:10][CH2:9]1. (6) Given the reactants [OH-].[NH3:2].[CH2:3]([N:7]1[C:11]2[N:12]=[CH:13][N:14]=[C:15](Cl)[C:10]=2[C:9]([C:17]2[CH:18]=[C:19]([NH:23][C:24](=[O:31])[C:25]3[CH:30]=[CH:29][CH:28]=[CH:27][CH:26]=3)[CH:20]=[CH:21][CH:22]=2)=[CH:8]1)[CH2:4][CH:5]=[CH2:6], predict the reaction product. The product is: [NH2:2][C:15]1[C:10]2[C:9]([C:17]3[CH:18]=[C:19]([NH:23][C:24](=[O:31])[C:25]4[CH:30]=[CH:29][CH:28]=[CH:27][CH:26]=4)[CH:20]=[CH:21][CH:22]=3)=[CH:8][N:7]([CH2:3][CH2:4][CH:5]=[CH2:6])[C:11]=2[N:12]=[CH:13][N:14]=1. (7) Given the reactants [NH2:1][C:2]1[S:3][CH:4]=[CH:5][C:6]=1[C:7]1[CH:12]=[CH:11][CH:10]=[CH:9][CH:8]=1.[C:13](O[C:13]([O:15][C:16]([CH3:19])([CH3:18])[CH3:17])=[O:14])([O:15][C:16]([CH3:19])([CH3:18])[CH3:17])=[O:14].C(N(C(C)C)CC)(C)C, predict the reaction product. The product is: [C:13]([NH:1][C:2]1[S:3][CH:4]=[CH:5][C:6]=1[C:7]1[CH:12]=[CH:11][CH:10]=[CH:9][CH:8]=1)([O:15][C:16]([CH3:19])([CH3:18])[CH3:17])=[O:14].